This data is from Forward reaction prediction with 1.9M reactions from USPTO patents (1976-2016). The task is: Predict the product of the given reaction. (1) The product is: [CH2:1]([O:3][C:4]([C:6]1([C:9]2[CH:14]=[CH:13][C:12]([C:15]3[CH:20]=[CH:19][C:18]([B:27]4[O:28][C:29]([CH3:31])([CH3:30])[C:25]([CH3:41])([CH3:24])[O:26]4)=[CH:17][C:16]=3[O:22][CH3:23])=[CH:11][CH:10]=2)[CH2:8][CH2:7]1)=[O:5])[CH3:2]. Given the reactants [CH2:1]([O:3][C:4]([C:6]1([C:9]2[CH:14]=[CH:13][C:12]([C:15]3[CH:20]=[CH:19][C:18](Cl)=[CH:17][C:16]=3[O:22][CH3:23])=[CH:11][CH:10]=2)[CH2:8][CH2:7]1)=[O:5])[CH3:2].[CH3:24][C:25]1([CH3:41])[C:29]([CH3:31])([CH3:30])[O:28][B:27]([B:27]2[O:28][C:29]([CH3:31])([CH3:30])[C:25]([CH3:41])([CH3:24])[O:26]2)[O:26]1.C([O-])(=O)C.[K+].C1(P(C2CCCCC2)C2CCCCC2)CCCCC1, predict the reaction product. (2) Given the reactants Br[C:2]1[C:3]([O:13][CH3:14])=[C:4]([CH:10]([OH:12])[CH3:11])[CH:5]=[C:6]([Cl:9])[C:7]=1[CH3:8].CC1(C)C(C)(C)OB([C:23]2[CH:24]=[CH:25][C:26]([C:29]#[N:30])=[N:27][CH:28]=2)O1.C(=O)([O-])[O-].[Na+].[Na+].ClCCl, predict the reaction product. The product is: [Cl:9][C:6]1[C:7]([CH3:8])=[C:2]([C:23]2[CH:24]=[CH:25][C:26]([C:29]#[N:30])=[N:27][CH:28]=2)[C:3]([O:13][CH3:14])=[C:4]([CH:10]([OH:12])[CH3:11])[CH:5]=1.